Task: Predict which catalyst facilitates the given reaction.. Dataset: Catalyst prediction with 721,799 reactions and 888 catalyst types from USPTO (1) Reactant: C(OC([N:6]1[CH2:11][CH2:10][CH:9]([N:12]([CH3:32])[CH2:13][C:14]2[CH:19]=[CH:18][N:17]=[C:16]([C:20]3[CH:25]=[C:24]([O:26][CH3:27])[C:23]([O:28][CH3:29])=[C:22]([O:30][CH3:31])[CH:21]=3)[CH:15]=2)[CH2:8][CH2:7]1)=O)C.[OH-].[Na+]. Product: [CH3:32][N:12]([CH:9]1[CH2:10][CH2:11][NH:6][CH2:7][CH2:8]1)[CH2:13][C:14]1[CH:19]=[CH:18][N:17]=[C:16]([C:20]2[CH:21]=[C:22]([O:30][CH3:31])[C:23]([O:28][CH3:29])=[C:24]([O:26][CH3:27])[CH:25]=2)[CH:15]=1. The catalyst class is: 8. (2) Reactant: [N+]([O-])([O-])=O.[Ce+4].[NH4+].[N+]([O-])([O-])=O.[N+]([O-])([O-])=O.[N+]([O-])([O-])=O.[N+]([O-])([O-])=[O:20].[CH2:23]([N:30]1[C:38]2[C:33](=[N:34][CH:35]=[CH:36][C:37]=2[N:39]2[CH2:48][CH2:47][C:46]3[C:41](=[CH:42][CH:43]=[CH:44][CH:45]=3)[CH2:40]2)[C:32]([CH3:49])=[C:31]1[CH3:50])[C:24]1[CH:29]=[CH:28][CH:27]=[CH:26][CH:25]=1. Product: [CH2:23]([N:30]1[C:38]2[C:33](=[N:34][CH:35]=[CH:36][C:37]=2[N:39]2[CH2:48][CH2:47][C:46]3[C:41](=[CH:42][CH:43]=[CH:44][CH:45]=3)[CH2:40]2)[C:32]([CH2:49][OH:20])=[C:31]1[CH3:50])[C:24]1[CH:25]=[CH:26][CH:27]=[CH:28][CH:29]=1. The catalyst class is: 86. (3) Reactant: [C:1]([CH:4]([CH2:9][CH2:10][CH2:11][CH3:12])[C:5]([O:7]C)=[O:6])(=[O:3])[CH3:2].[OH-].[K+]. Product: [C:1]([CH:4]([CH2:9][CH2:10][CH2:11][CH3:12])[C:5]([OH:7])=[O:6])(=[O:3])[CH3:2]. The catalyst class is: 12.